This data is from Merck oncology drug combination screen with 23,052 pairs across 39 cell lines. The task is: Regression. Given two drug SMILES strings and cell line genomic features, predict the synergy score measuring deviation from expected non-interaction effect. (1) Drug 1: CC(C)CC(NC(=O)C(Cc1ccccc1)NC(=O)c1cnccn1)B(O)O. Drug 2: CCc1c2c(nc3ccc(O)cc13)-c1cc3c(c(=O)n1C2)COC(=O)C3(O)CC. Cell line: T47D. Synergy scores: synergy=-11.1. (2) Drug 1: O=C(CCCCCCC(=O)Nc1ccccc1)NO. Drug 2: Cn1cc(-c2cnn3c(N)c(Br)c(C4CCCNC4)nc23)cn1. Cell line: HT29. Synergy scores: synergy=7.11. (3) Drug 1: O=S1(=O)NC2(CN1CC(F)(F)F)C1CCC2Cc2cc(C=CCN3CCC(C(F)(F)F)CC3)ccc2C1. Drug 2: C#Cc1cccc(Nc2ncnc3cc(OCCOC)c(OCCOC)cc23)c1. Cell line: VCAP. Synergy scores: synergy=12.4. (4) Drug 1: Nc1ccn(C2OC(CO)C(O)C2(F)F)c(=O)n1. Drug 2: C#Cc1cccc(Nc2ncnc3cc(OCCOC)c(OCCOC)cc23)c1. Cell line: HT29. Synergy scores: synergy=12.1. (5) Synergy scores: synergy=-15.9. Drug 1: CC1CC2C3CCC4=CC(=O)C=CC4(C)C3(F)C(O)CC2(C)C1(O)C(=O)CO. Drug 2: NC(=O)c1cccc2cn(-c3ccc(C4CCCNC4)cc3)nc12. Cell line: EFM192B. (6) Drug 1: Cn1nnc2c(C(N)=O)ncn2c1=O. Drug 2: CCc1c2c(nc3ccc(O)cc13)-c1cc3c(c(=O)n1C2)COC(=O)C3(O)CC. Cell line: RKO. Synergy scores: synergy=-12.0. (7) Drug 1: COc1cc(C2c3cc4c(cc3C(OC3OC5COC(C)OC5C(O)C3O)C3COC(=O)C23)OCO4)cc(OC)c1O. Drug 2: NC1(c2ccc(-c3nc4ccn5c(=O)[nH]nc5c4cc3-c3ccccc3)cc2)CCC1. Cell line: HT144. Synergy scores: synergy=47.8.